From a dataset of Full USPTO retrosynthesis dataset with 1.9M reactions from patents (1976-2016). Predict the reactants needed to synthesize the given product. (1) Given the product [I:13][C:3]1[C:4]2[S:8][C:7]([CH2:9][OH:10])=[CH:6][C:5]=2[NH:1][N:2]=1, predict the reactants needed to synthesize it. The reactants are: [NH:1]1[C:5]2[CH:6]=[C:7]([CH2:9][OH:10])[S:8][C:4]=2[CH:3]=[N:2]1.[OH-].[K+].[I:13]I.S(=O)(O)[O-].[Na+]. (2) Given the product [Cl:26][C:27]1[CH:28]=[CH:29][C:30]([CH2:33][C:34]2[N:35]=[C:23]([CH:11]3[CH2:10][CH:9]([C:6]4[CH:7]=[CH:8][C:3]([CH2:1][CH3:2])=[CH:4][CH:5]=4)[CH2:14][N:13]([C:15]([N:17]4[CH2:18][CH2:19][O:20][CH2:21][CH2:22]4)=[O:16])[CH2:12]3)[O:25][N:37]=2)=[CH:31][CH:32]=1, predict the reactants needed to synthesize it. The reactants are: [CH2:1]([C:3]1[CH:8]=[CH:7][C:6]([CH:9]2[CH2:14][N:13]([C:15]([N:17]3[CH2:22][CH2:21][O:20][CH2:19][CH2:18]3)=[O:16])[CH2:12][CH:11]([C:23]([OH:25])=O)[CH2:10]2)=[CH:5][CH:4]=1)[CH3:2].[Cl:26][C:27]1[CH:32]=[CH:31][C:30]([CH2:33][C:34](=[NH:37])[NH:35]O)=[CH:29][CH:28]=1. (3) Given the product [Cl:1][C:2]1[CH:7]=[CH:6][C:5]([CH:8]([CH:16]([C:20]2[CH:25]=[CH:24][C:23]([C:26]([NH:28][CH2:29][CH2:30][C:31]([O:33][CH2:34][CH3:35])=[O:32])=[O:27])=[CH:22][CH:21]=2)[CH2:17][CH2:18][CH3:19])[C:9]([OH:11])=[O:10])=[CH:4][CH:3]=1, predict the reactants needed to synthesize it. The reactants are: [Cl:1][C:2]1[CH:7]=[CH:6][C:5]([CH:8]([CH:16]([C:20]2[CH:25]=[CH:24][C:23]([C:26]([NH:28][CH2:29][CH2:30][C:31]([O:33][CH2:34][CH3:35])=[O:32])=[O:27])=[CH:22][CH:21]=2)[CH2:17][CH2:18][CH3:19])[C:9]([O:11]C(C)(C)C)=[O:10])=[CH:4][CH:3]=1.C(O)(C(F)(F)F)=O. (4) Given the product [CH3:1][O:2][C:3](=[O:33])[C:4]1[CH:9]=[CH:8][C:7]([CH2:10][N:11]2[CH:15]=[C:14]([C:16]3[CH:21]=[CH:20][C:19]([Cl:22])=[CH:18][C:17]=3[Cl:23])[N:13]=[C:12]2/[CH:24]=[CH:25]/[C:26]2[CH:27]=[CH:28][C:29]([NH:32][CH2:42][C:41]3[CH:44]=[CH:45][C:38]([CH2:34][CH2:35][CH2:36][CH3:37])=[CH:39][CH:40]=3)=[CH:30][CH:31]=2)=[CH:6][CH:5]=1, predict the reactants needed to synthesize it. The reactants are: [CH3:1][O:2][C:3](=[O:33])[C:4]1[CH:9]=[CH:8][C:7]([CH2:10][N:11]2[CH:15]=[C:14]([C:16]3[CH:21]=[CH:20][C:19]([Cl:22])=[CH:18][C:17]=3[Cl:23])[N:13]=[C:12]2/[CH:24]=[CH:25]/[C:26]2[CH:31]=[CH:30][C:29]([NH2:32])=[CH:28][CH:27]=2)=[CH:6][CH:5]=1.[CH2:34]([C:38]1[CH:45]=[CH:44][C:41]([CH:42]=O)=[CH:40][CH:39]=1)[CH2:35][CH2:36][CH3:37]. (5) The reactants are: [C:1]([O:5][C:6]([NH:8][CH2:9][C:10]1[CH:25]=[CH:24][C:23]([F:26])=[CH:22][C:11]=1[O:12][CH2:13][CH2:14][CH2:15][CH2:16][C:17]([O:19]CC)=[O:18])=[O:7])([CH3:4])([CH3:3])[CH3:2].[OH-].[Na+]. Given the product [C:1]([O:5][C:6]([NH:8][CH2:9][C:10]1[CH:25]=[CH:24][C:23]([F:26])=[CH:22][C:11]=1[O:12][CH2:13][CH2:14][CH2:15][CH2:16][C:17]([OH:19])=[O:18])=[O:7])([CH3:4])([CH3:2])[CH3:3], predict the reactants needed to synthesize it. (6) Given the product [C:1]1([C:24]2[CH:25]=[CH:26][CH:27]=[CH:28][CH:29]=2)[CH:2]=[CH:3][C:4]([O:7][CH2:8][CH2:9][CH2:10][C:11]2[CH:16]=[CH:15][C:14]([CH2:17][C@H:18]([O:22][CH3:23])[C:19]([OH:21])=[O:20])=[CH:13][CH:12]=2)=[CH:5][CH:6]=1, predict the reactants needed to synthesize it. The reactants are: [C:1]1([C:24]2[CH:29]=[CH:28][CH:27]=[CH:26][CH:25]=2)[CH:6]=[CH:5][C:4]([O:7][CH2:8][C:9]#[C:10][C:11]2[CH:16]=[CH:15][C:14]([CH2:17][C@H:18]([O:22][CH3:23])[C:19]([OH:21])=[O:20])=[CH:13][CH:12]=2)=[CH:3][CH:2]=1.[H][H]. (7) Given the product [Br:1][C:2]1[CH:7]=[CH:6][C:5]([C:8]2[CH:13]=[CH:12][C:11]([C:14](=[N:28][OH:29])[CH2:15][CH2:16][C:17]([OH:19])=[O:18])=[CH:10][CH:9]=2)=[CH:4][CH:3]=1, predict the reactants needed to synthesize it. The reactants are: [Br:1][C:2]1[CH:7]=[CH:6][C:5]([C:8]2[CH:13]=[CH:12][C:11]([C:14](=O)[CH2:15][CH2:16][C:17]([OH:19])=[O:18])=[CH:10][CH:9]=2)=[CH:4][CH:3]=1.C(=O)([O-])[O-].[K+].[K+].Cl.[NH2:28][OH:29].